This data is from Reaction yield outcomes from USPTO patents with 853,638 reactions. The task is: Predict the reaction yield, written as a fraction of the theoretical maximum amount of product (1.0 means a 100% yield; for example, 0.34 means a 34% yield). The reactants are Br[C:2]1[CH:7]=[C:6]([C:8]([F:11])([F:10])[F:9])[CH:5]=[C:4]([F:12])[CH:3]=1.[Li]CCCC.[Cl:18][C:19]1[CH:20]=[CH:21][C:22]([C:25]#N)=[N:23][CH:24]=1.CC[O:29]CC. The catalyst is CCCCCC. The product is [Cl:18][C:19]1[CH:20]=[CH:21][C:22]([C:25]([C:2]2[CH:7]=[C:6]([C:8]([F:11])([F:10])[F:9])[CH:5]=[C:4]([F:12])[CH:3]=2)=[O:29])=[N:23][CH:24]=1. The yield is 0.750.